Dataset: Forward reaction prediction with 1.9M reactions from USPTO patents (1976-2016). Task: Predict the product of the given reaction. (1) Given the reactants [Cl:1][C:2]1[CH:7]=[C:6]([NH:8][C:9]2[CH:14]=[CH:13][C:12]([F:15])=[CH:11][C:10]=2[F:16])[CH:5]=[CH:4][C:3]=1[C:17]([C:19]1[CH:24]=[C:23]([N:25]2[CH:29]=[C:28]([CH2:30][CH2:31][OH:32])[N:27]=[N:26]2)[CH:22]=[CH:21][C:20]=1[CH3:33])=[O:18].[CH3:34][C:35]1[CH:40]=[CH:39][C:38]([S:41](Cl)(=[O:43])=[O:42])=[CH:37][CH:36]=1.CCOC(C)=O.O, predict the reaction product. The product is: [Cl:1][C:2]1[CH:7]=[C:6]([NH:8][C:9]2[CH:14]=[CH:13][C:12]([F:15])=[CH:11][C:10]=2[F:16])[CH:5]=[CH:4][C:3]=1[C:17]([C:19]1[CH:24]=[C:23]([N:25]2[CH:29]=[C:28]([CH2:30][CH2:31][O:32][S:41]([C:38]3[CH:39]=[CH:40][C:35]([CH3:34])=[CH:36][CH:37]=3)(=[O:43])=[O:42])[N:27]=[N:26]2)[CH:22]=[CH:21][C:20]=1[CH3:33])=[O:18]. (2) Given the reactants [C:1]1([CH:7]([O:9][CH2:10][C@@H:11]([NH2:23])[CH2:12][CH2:13][CH2:14][NH:15][C:16]([O:18][C:19]([CH3:22])([CH3:21])[CH3:20])=[O:17])[CH3:8])[CH:6]=[CH:5][CH:4]=[CH:3][CH:2]=1.[CH3:24][C:25]1[C:34]2[C:29](=[CH:30][CH:31]=[CH:32][CH:33]=2)[C:28]([S:35](Cl)(=[O:37])=[O:36])=[CH:27][CH:26]=1, predict the reaction product. The product is: [C:16]([NH:15][CH2:14][CH2:13][CH2:12][C@H:11]([NH:23][S:35]([C:28]1[C:29]2[C:34](=[CH:33][CH:32]=[CH:31][CH:30]=2)[C:25]([CH3:24])=[CH:26][CH:27]=1)(=[O:37])=[O:36])[CH2:10][O:9][CH:7]([C:1]1[CH:2]=[CH:3][CH:4]=[CH:5][CH:6]=1)[CH3:8])([O:18][C:19]([CH3:22])([CH3:21])[CH3:20])=[O:17].